This data is from Peptide-MHC class I binding affinity with 185,985 pairs from IEDB/IMGT. The task is: Regression. Given a peptide amino acid sequence and an MHC pseudo amino acid sequence, predict their binding affinity value. This is MHC class I binding data. (1) The peptide sequence is ALEEGRKYV. The MHC is HLA-A02:19 with pseudo-sequence HLA-A02:19. The binding affinity (normalized) is 0.438. (2) The peptide sequence is QVPLRPMTY. The MHC is HLA-A01:01 with pseudo-sequence HLA-A01:01. The binding affinity (normalized) is 0.0847. (3) The peptide sequence is YIMRVMANNV. The MHC is Mamu-B01 with pseudo-sequence Mamu-B01. The binding affinity (normalized) is 0. (4) The peptide sequence is RARKRGITL. The MHC is HLA-B18:01 with pseudo-sequence HLA-B18:01. The binding affinity (normalized) is 0.0847. (5) The peptide sequence is VVYMDMGVR. The MHC is HLA-A24:03 with pseudo-sequence HLA-A24:03. The binding affinity (normalized) is 0.0847. (6) The peptide sequence is TEYDDHINL. The MHC is HLA-B44:03 with pseudo-sequence HLA-B44:03. The binding affinity (normalized) is 0.387.